From a dataset of HIV replication inhibition screening data with 41,000+ compounds from the AIDS Antiviral Screen. Binary Classification. Given a drug SMILES string, predict its activity (active/inactive) in a high-throughput screening assay against a specified biological target. (1) The compound is COC(=O)C=C1SC([C-](C(=O)OC)[n+]2ccc3ccccc3c2)=NC1=O. The result is 0 (inactive). (2) The drug is CC(NC(=O)CNC(=O)C(N)CO)C(=O)NC(CCC(=O)O)C(=O)NC(CCCCN)C(=O)NC(CO)C(=O)NC(CCCCN)C(=O)NC(CCCCN)C(=O)NC(CCCCN)C(=O)NCC(=O)NC(CO)C(=O)NC(CC(N)=O)C(=O)NC(C)C(=O)NC(Cc1cnc[nH]1)C(=O)NC(CO)C(=O)O. The result is 0 (inactive).